From a dataset of Forward reaction prediction with 1.9M reactions from USPTO patents (1976-2016). Predict the product of the given reaction. (1) Given the reactants [ClH:1].[NH2:2][C:3]1([C:7]2[CH:12]=[CH:11][C:10]([C:13]3[C:14](=[O:31])[C:15]4[C:16]([O:23][C:24]=3[C:25]3[CH:30]=[CH:29][CH:28]=[CH:27][CH:26]=3)=[N:17][C:18]([O:21]C)=[CH:19][CH:20]=4)=[CH:9][CH:8]=2)[CH2:6][CH2:5][CH2:4]1.CO.O, predict the reaction product. The product is: [ClH:1].[NH2:2][C:3]1([C:7]2[CH:8]=[CH:9][C:10]([C:13]3[C:14](=[O:31])[C:15]4[CH:20]=[CH:19][C:18](=[O:21])[NH:17][C:16]=4[O:23][C:24]=3[C:25]3[CH:26]=[CH:27][CH:28]=[CH:29][CH:30]=3)=[CH:11][CH:12]=2)[CH2:6][CH2:5][CH2:4]1. (2) Given the reactants Cl[C:2]1[CH:19]=[CH:18][C:5]([C:6]([NH:8][CH2:9][C:10]2[CH:15]=[CH:14][CH:13]=[C:12]([O:16][CH3:17])[CH:11]=2)=[O:7])=[CH:4][N:3]=1.[CH:20]1([CH2:23][NH:24][C:25](=[O:42])[C:26]2[CH:31]=[CH:30][C:29]([CH3:32])=[C:28](B3OC(C)(C)C(C)(C)O3)[CH:27]=2)[CH2:22][CH2:21]1, predict the reaction product. The product is: [CH:20]1([CH2:23][NH:24][C:25]([C:26]2[CH:27]=[CH:28][C:29]([CH3:32])=[C:30]([C:2]3[CH:19]=[CH:18][C:5]([C:6]([NH:8][CH2:9][C:10]4[CH:15]=[CH:14][CH:13]=[C:12]([O:16][CH3:17])[CH:11]=4)=[O:7])=[CH:4][N:3]=3)[CH:31]=2)=[O:42])[CH2:22][CH2:21]1. (3) Given the reactants O1C2C=CC=C(C=O)C=2OCC1.O1C2C=CC=C(C=N)C=2OCC1.C[Mg]Br.[O:28]1[C:33]2[CH:34]=[CH:35][CH:36]=[C:37]([CH:38]([NH2:40])[CH3:39])[C:32]=2[O:31][CH2:30][CH2:29]1.FC(F)(F)C(O)=O.[CH3:48][NH:49][C:50]([C:52]1[CH:57]=[C:56]([O:58][C:59]2[CH:70]=[CH:69][C:62]3[N:63]=[C:64](S(C)=O)[O:65][C:61]=3[CH:60]=2)[CH:55]=[CH:54][N:53]=1)=[O:51], predict the reaction product. The product is: [CH3:48][NH:49][C:50]([C:52]1[CH:57]=[C:56]([O:58][C:59]2[CH:70]=[CH:69][C:62]3[N:63]=[C:64]([NH:40][CH:38]([C:37]4[C:32]5[O:31][CH2:30][CH2:29][O:28][C:33]=5[CH:34]=[CH:35][CH:36]=4)[CH3:39])[O:65][C:61]=3[CH:60]=2)[CH:55]=[CH:54][N:53]=1)=[O:51].